This data is from Full USPTO retrosynthesis dataset with 1.9M reactions from patents (1976-2016). The task is: Predict the reactants needed to synthesize the given product. (1) The reactants are: [Cl:1][C:2]1[C:7]([CH2:8][CH2:9][OH:10])=[C:6]([Cl:11])[N:5]=[CH:4][N:3]=1.[CH3:12][S:13](Cl)(=[O:15])=[O:14].C(N(CC)CC)C. Given the product [Cl:11][C:6]1[C:7]([CH2:8][CH2:9][O:10][S:13]([CH3:12])(=[O:15])=[O:14])=[C:2]([Cl:1])[N:3]=[CH:4][N:5]=1, predict the reactants needed to synthesize it. (2) Given the product [CH2:1]([O:3][C:4](=[O:16])[CH2:5][N:6]1[C:14]2[C:9](=[CH:10][CH:11]=[C:12]([O:15][CH2:25][CH2:24][CH2:23][C:22]3[N:18]([CH3:17])[N:19]=[C:20]([C:27]4[CH:32]=[CH:31][C:30]([O:33][C:34]([F:36])([F:37])[F:35])=[CH:29][CH:28]=4)[CH:21]=3)[CH:13]=2)[CH:8]=[CH:7]1)[CH3:2], predict the reactants needed to synthesize it. The reactants are: [CH2:1]([O:3][C:4](=[O:16])[CH2:5][N:6]1[C:14]2[C:9](=[CH:10][CH:11]=[C:12]([OH:15])[CH:13]=2)[CH:8]=[CH:7]1)[CH3:2].[CH3:17][N:18]1[C:22]([CH2:23][CH2:24][CH2:25]O)=[CH:21][C:20]([C:27]2[CH:32]=[CH:31][C:30]([O:33][C:34]([F:37])([F:36])[F:35])=[CH:29][CH:28]=2)=[N:19]1.CN(C)C(N=NC(N(C)C)=O)=O.C(P(CCCC)CCCC)CCC. (3) Given the product [Cl:8][C:9]1[CH:10]=[C:11]([CH:17]2[CH2:19][CH2:18]2)[C:12]2[N:13]([C:21]([NH2:20])=[N:16][N:15]=2)[N:14]=1, predict the reactants needed to synthesize it. The reactants are: FC(F)(F)C(O)=O.[Cl:8][C:9]1[N:14]=[N:13][C:12]([NH:15][NH2:16])=[C:11]([CH:17]2[CH2:19][CH2:18]2)[CH:10]=1.[N:20]#[C:21]Br. (4) Given the product [NH2:1][C:2]1[CH:3]=[C:4]([CH:7]=[CH:8][CH:9]=1)[CH2:5][NH:6][C:12](=[O:13])[C:11]([F:18])([F:17])[F:10], predict the reactants needed to synthesize it. The reactants are: [NH2:1][C:2]1[CH:3]=[C:4]([CH:7]=[CH:8][CH:9]=1)[CH2:5][NH2:6].[F:10][C:11]([F:18])([F:17])[C:12](OCC)=[O:13]. (5) Given the product [CH3:1][CH2:2][N+:3]([CH2:6][C:7]1[CH:8]=[CH:9][CH:10]=[CH:11][C:12]=1[Br:13])([CH3:5])[CH3:4].[CH2:28]([O:40][S:41]([O-:44])(=[O:43])=[O:42])[CH2:29][CH2:30][CH2:31][CH2:32][CH2:33][CH2:34][CH2:35][CH2:36][CH2:37][CH2:38][CH3:39], predict the reactants needed to synthesize it. The reactants are: [CH3:1][CH2:2][N+:3]([CH2:6][C:7]1[CH:8]=[CH:9][CH:10]=[CH:11][C:12]=1[Br:13])([CH3:5])[CH3:4].CC[N+](CC1C(Br)=CC=CC=1)(C)C.[Br-].[CH2:28]([O:40][S:41]([O-:44])(=[O:43])=[O:42])[CH2:29][CH2:30][CH2:31][CH2:32][CH2:33][CH2:34][CH2:35][CH2:36][CH2:37][CH2:38][CH3:39].[Na+].O. (6) The reactants are: [H-].[Na+].[CH:3]1([C:6]2[C:11](O)=[C:10]([O:13][CH2:14][CH3:15])[N:9]=[C:8]([CH:16]=[O:17])[CH:7]=2)[CH2:5][CH2:4]1.[CH2:18]1[CH2:22]O[CH2:20][CH2:19]1.C1C=CC(N(S([C:40]([F:43])(F)F)(=O)=O)S(C(F)(F)F)(=O)=O)=CC=1.[C:44](OCC)(=O)C. Given the product [CH:3]1([C:6]2[C:11]([C:18]3[CH:22]=[CH:44][C:40]([F:43])=[CH:20][CH:19]=3)=[C:10]([O:13][CH2:14][CH3:15])[N:9]=[C:8]([CH:16]=[O:17])[CH:7]=2)[CH2:5][CH2:4]1, predict the reactants needed to synthesize it. (7) Given the product [CH2:1]([NH:5][C:6]([C:8]1[CH:9]=[CH:10][CH:11]=[C:12]2[S:18][C:17]3[CH:19]=[CH:20][CH:21]=[CH:22][C:16]=3[N:15]=[C:14]([C:29]3[CH:28]=[CH:27][C:26]([F:25])=[CH:31][N:30]=3)[C:13]=12)=[O:7])[CH2:2][CH2:3][CH3:4], predict the reactants needed to synthesize it. The reactants are: [CH2:1]([NH:5][C:6]([C:8]1[CH:9]=[CH:10][CH:11]=[C:12]2[S:18][C:17]3[CH:19]=[CH:20][CH:21]=[CH:22][C:16]=3[N:15]=[C:14](Cl)[C:13]=12)=[O:7])[CH2:2][CH2:3][CH3:4].[Br-].[F:25][C:26]1[CH:27]=[CH:28][C:29]([Zn+])=[N:30][CH:31]=1.[NH4+].[Cl-]. (8) Given the product [CH3:1][CH:2]([C:3]1[C:4]([C:5]([O:7][CH3:8])=[O:6])=[CH:16][NH:14][N:20]=1)[CH3:10], predict the reactants needed to synthesize it. The reactants are: [CH3:1][CH:2]([CH3:10])[C:3](=O)[CH2:4][C:5]([O:7][CH3:8])=[O:6].COC(OC)[N:14]([CH3:16])C.O.[NH2:20]N. (9) Given the product [CH3:12][S:13]([C:16]1[CH:21]=[CH:20][C:19]([C:22]2[CH:23]=[CH:24][C:25]([O:28][CH2:29][CH:30]3[CH2:35][CH2:34][N:33]([C:2]([O:4][CH2:5][C:6]4[CH:11]=[CH:10][CH:9]=[CH:8][CH:7]=4)=[O:3])[CH2:32][CH2:31]3)=[N:26][CH:27]=2)=[CH:18][CH:17]=1)(=[O:14])=[O:15], predict the reactants needed to synthesize it. The reactants are: Cl[C:2]([O:4][CH2:5][C:6]1[CH:11]=[CH:10][CH:9]=[CH:8][CH:7]=1)=[O:3].[CH3:12][S:13]([C:16]1[CH:21]=[CH:20][C:19]([C:22]2[CH:23]=[CH:24][C:25]([O:28][CH2:29][CH:30]3[CH2:35][CH2:34][NH:33][CH2:32][CH2:31]3)=[N:26][CH:27]=2)=[CH:18][CH:17]=1)(=[O:15])=[O:14].C(N(CC)CC)C. (10) The reactants are: Cl[CH2:2][C:3]1[N:12]=[C:11]([NH:13][C@@H:14]([C@H:18]([CH3:21])[CH2:19][CH3:20])[C:15]([NH2:17])=[O:16])[C:10]2[C:5](=[CH:6][CH:7]=[CH:8][CH:9]=2)[N:4]=1.[C:22]1([N:28]2[CH2:33][CH2:32][NH:31][CH2:30][CH2:29]2)[CH:27]=[CH:26][CH:25]=[CH:24][CH:23]=1.C(=O)([O-])[O-].[K+].[K+]. Given the product [CH3:21][C@H:18]([CH2:19][CH3:20])[C@H:14]([NH:13][C:11]1[C:10]2[C:5](=[CH:6][CH:7]=[CH:8][CH:9]=2)[N:4]=[C:3]([CH2:2][N:31]2[CH2:32][CH2:33][N:28]([C:22]3[CH:27]=[CH:26][CH:25]=[CH:24][CH:23]=3)[CH2:29][CH2:30]2)[N:12]=1)[C:15]([NH2:17])=[O:16], predict the reactants needed to synthesize it.